From a dataset of Reaction yield outcomes from USPTO patents with 853,638 reactions. Predict the reaction yield, written as a fraction of the theoretical maximum amount of product (1.0 means a 100% yield; for example, 0.34 means a 34% yield). (1) The reactants are [C:1]1([C:7]2([C:10]([O-:12])=[O:11])[CH2:9][CH2:8]2)[CH:6]=[CH:5][CH:4]=[CH:3][CH:2]=1.[N+:13]([O-:16])([O-])=[O:14].[K+].OS(O)(=O)=O.[CH2:23](Cl)Cl. No catalyst specified. The product is [N+:13]([C:4]1[CH:5]=[CH:6][C:1]([C:7]2([C:10]([O:12][CH3:23])=[O:11])[CH2:9][CH2:8]2)=[CH:2][CH:3]=1)([O-:16])=[O:14]. The yield is 0.680. (2) The reactants are C(NC(C)C)(C)C.C([Li])CCC.[Si:13]([O:20][CH2:21][CH2:22][O:23][C:24]1[CH:29]=[CH:28][N:27]=[C:26]([NH:30][C:31]2[CH:36]=[C:35]([C:37]3[S:41][CH:40]=[N:39][CH:38]=3)[CH:34]=[C:33]([CH3:42])[CH:32]=2)[N:25]=1)([C:16]([CH3:19])([CH3:18])[CH3:17])([CH3:15])[CH3:14].[CH3:43][C:44]1([CH3:51])[O:49][CH2:48][C:47](=[O:50])[CH2:46][O:45]1. The catalyst is O1CCCC1. The yield is 0.750. The product is [Si:13]([O:20][CH2:21][CH2:22][O:23][C:24]1[CH:29]=[CH:28][N:27]=[C:26]([NH:30][C:31]2[CH:36]=[C:35]([C:37]3[S:41][C:40]([C:47]4([OH:50])[CH2:48][O:49][C:44]([CH3:51])([CH3:43])[O:45][CH2:46]4)=[N:39][CH:38]=3)[CH:34]=[C:33]([CH3:42])[CH:32]=2)[N:25]=1)([C:16]([CH3:17])([CH3:18])[CH3:19])([CH3:14])[CH3:15]. (3) The reactants are [C:1]([O:5][C:6](=[O:23])[N:7]([CH2:9][CH2:10][O:11][N:12]1C(=O)C2C(=CC=CC=2)C1=O)[CH3:8])([CH3:4])([CH3:3])[CH3:2].CNN. The catalyst is C(Cl)Cl.CO. The product is [C:1]([O:5][C:6](=[O:23])[N:7]([CH2:9][CH2:10][O:11][NH2:12])[CH3:8])([CH3:4])([CH3:2])[CH3:3]. The yield is 0.900. (4) The reactants are Cl[C:2]1[C:7]([C:8]([O:10][CH2:11][CH3:12])=[O:9])=[CH:6][N:5]=[C:4]([Cl:13])[CH:3]=1.[C:14]([NH2:18])([CH3:17])([CH3:16])[CH3:15]. No catalyst specified. The product is [C:14]([NH:18][C:2]1[C:7]([C:8]([O:10][CH2:11][CH3:12])=[O:9])=[CH:6][N:5]=[C:4]([Cl:13])[CH:3]=1)([CH3:17])([CH3:16])[CH3:15]. The yield is 0.600. (5) The reactants are [Cl:1][C:2]1[CH:7]=[CH:6][CH:5]=[CH:4][C:3]=1[F:8].[Li]CCCC.CCCCCC.CON(C)[C:23]([C@@H:25]1[CH2:30][CH2:29][CH2:28][N:27]([C:31]([O:33][C:34]([CH3:37])([CH3:36])[CH3:35])=[O:32])[CH2:26]1)=[O:24]. The catalyst is C1COCC1. The product is [Cl:1][C:2]1[C:3]([F:8])=[C:4]([CH:5]=[CH:6][CH:7]=1)[C:23]([C@@H:25]1[CH2:30][CH2:29][CH2:28][N:27]([C:31]([O:33][C:34]([CH3:37])([CH3:36])[CH3:35])=[O:32])[CH2:26]1)=[O:24]. The yield is 0.700.